Dataset: Catalyst prediction with 721,799 reactions and 888 catalyst types from USPTO. Task: Predict which catalyst facilitates the given reaction. (1) Product: [O:27]1[CH:28]=[CH:29][CH:30]=[C:26]1[C:24]1[CH:25]=[C:18]2[N:17]=[C:16]([N:9]3[CH2:15][CH2:14][CH2:13][N:12]([CH2:2][C:3]4[CH:7]=[C:6]([CH3:8])[O:5][N:4]=4)[CH2:11][CH2:10]3)[N:21]=[C:20]([NH2:22])[N:19]2[N:23]=1. The catalyst class is: 23. Reactant: Cl[CH2:2][C:3]1[CH:7]=[C:6]([CH3:8])[O:5][N:4]=1.[N:9]1([C:16]2[N:21]=[C:20]([NH2:22])[N:19]3[N:23]=[C:24]([C:26]4[O:27][CH:28]=[CH:29][CH:30]=4)[CH:25]=[C:18]3[N:17]=2)[CH2:15][CH2:14][CH2:13][NH:12][CH2:11][CH2:10]1.CCN(CC)CC. (2) Reactant: [Cl:1][C:2]1[CH:7]=[CH:6][C:5]([CH:8]([O:12][C:13]2[CH:18]=[CH:17][CH:16]=[C:15]([C:19]([F:22])([F:21])[F:20])[CH:14]=2)[C:9](O)=[O:10])=[CH:4][CH:3]=1.O=S(Cl)[Cl:25]. Product: [Cl:1][C:2]1[CH:7]=[CH:6][C:5]([CH:8]([O:12][C:13]2[CH:18]=[CH:17][CH:16]=[C:15]([C:19]([F:22])([F:21])[F:20])[CH:14]=2)[C:9]([Cl:25])=[O:10])=[CH:4][CH:3]=1. The catalyst class is: 22. (3) Reactant: [F:1][C:2]([F:19])([F:18])[C:3]1[CH:8]=[CH:7][C:6]([CH:9]=[CH:10][C:11]2[O:12][CH:13]=[C:14]([CH2:16][OH:17])[N:15]=2)=[CH:5][CH:4]=1.Cl[C:21]1[N:22]=[N:23][C:24]([CH2:27][CH2:28][CH2:29][CH2:30][N:31]2[CH:35]=[N:34][CH:33]=[N:32]2)=[CH:25][CH:26]=1.CC(C)([O-])C.[Na+].[NH4+].[Cl-]. Product: [N:31]1([CH2:30][CH2:29][CH2:28][CH2:27][C:24]2[N:23]=[N:22][C:21]([O:17][CH2:16][C:14]3[N:15]=[C:11](/[CH:10]=[CH:9]/[C:6]4[CH:7]=[CH:8][C:3]([C:2]([F:1])([F:18])[F:19])=[CH:4][CH:5]=4)[O:12][CH:13]=3)=[CH:26][CH:25]=2)[CH:35]=[N:34][CH:33]=[N:32]1. The catalyst class is: 56. (4) Reactant: [NH2:1][CH2:2][CH2:3][NH:4][C:5]([CH:7]1[CH2:12][CH2:11][N:10]([C:13]2[C:18]([Cl:19])=[CH:17][N:16]=[CH:15][C:14]=2[Cl:20])[CH2:9][CH2:8]1)=[O:6].[CH:21]1([CH:27]=O)[CH2:26][CH2:25][CH2:24][CH2:23][CH2:22]1.C([BH3-])#N.[Na+]. Product: [CH:21]1([CH2:27][NH:1][CH2:2][CH2:3][NH:4][C:5]([CH:7]2[CH2:8][CH2:9][N:10]([C:13]3[C:14]([Cl:20])=[CH:15][N:16]=[CH:17][C:18]=3[Cl:19])[CH2:11][CH2:12]2)=[O:6])[CH2:26][CH2:25][CH2:24][CH2:23][CH2:22]1. The catalyst class is: 5. (5) Reactant: [NH2:1][C:2]1[S:3][C:4]2[NH:5][C:6](=[O:12])[C:7]([Br:11])=[CH:8][C:9]=2[N:10]=1.C(=O)([O-])[O-].[Cs+].[Cs+].Br[CH:20]([CH3:22])[CH3:21]. Product: [Br:11][C:7]1[CH:8]=[C:9]2[N:10]=[C:2]([NH2:1])[S:3][C:4]2=[N:5][C:6]=1[O:12][CH:20]([CH3:22])[CH3:21]. The catalyst class is: 3. (6) Reactant: Cl.[F:2][C:3]([F:8])([F:7])[CH2:4][CH2:5][NH2:6].[N:9]([C:12]1[CH:20]=[CH:19][C:15]([C:16](O)=[O:17])=[CH:14][CH:13]=1)=[N+:10]=[N-:11].C1C=CC2N(O)N=NC=2C=1.CCN(C(C)C)C(C)C. Product: [N:9]([C:12]1[CH:13]=[CH:14][C:15]([C:16]([NH:6][CH2:5][CH2:4][C:3]([F:8])([F:7])[F:2])=[O:17])=[CH:19][CH:20]=1)=[N+:10]=[N-:11]. The catalyst class is: 3. (7) Reactant: [Br:1][C:2]1[CH:3]=[C:4]([CH:7]=[CH:8][CH:9]=1)[CH:5]=[O:6].[C-]#N.[Na+].[C:13](#[N:16])[CH:14]=[CH2:15].CC(O)=O. Product: [Br:1][C:2]1[CH:3]=[C:4]([C:5](=[O:6])[CH2:15][CH2:14][C:13]#[N:16])[CH:7]=[CH:8][CH:9]=1. The catalyst class is: 3.